From a dataset of Peptide-MHC class I binding affinity with 185,985 pairs from IEDB/IMGT. Regression. Given a peptide amino acid sequence and an MHC pseudo amino acid sequence, predict their binding affinity value. This is MHC class I binding data. (1) The peptide sequence is MPYVFTLLF. The MHC is HLA-A30:02 with pseudo-sequence HLA-A30:02. The binding affinity (normalized) is 0. (2) The binding affinity (normalized) is 0.0847. The peptide sequence is CEKRLLLKL. The MHC is HLA-A68:02 with pseudo-sequence HLA-A68:02. (3) The peptide sequence is CFRKLPINR. The MHC is Patr-A0101 with pseudo-sequence Patr-A0101. The binding affinity (normalized) is 0.827.